Dataset: Reaction yield outcomes from USPTO patents with 853,638 reactions. Task: Predict the reaction yield, written as a fraction of the theoretical maximum amount of product (1.0 means a 100% yield; for example, 0.34 means a 34% yield). (1) The reactants are [C:1]([O-:4])([O-])=O.[K+].[K+].Br[CH2:8][C:9]([C:11]12[CH2:20][CH:15]3[CH2:16][CH:17]([CH2:19][CH:13]([CH2:14]3)[CH2:12]1)[CH2:18]2)=[O:10].[Cl:21][C:22]1[C:27](O)=[CH:26][CH:25]=C[N:23]=1. The catalyst is CC(C)=O. The product is [C:11]12([C:9](=[O:10])[CH2:8][O:4][C:1]3[CH:25]=[CH:26][CH:27]=[C:22]([Cl:21])[N:23]=3)[CH2:20][CH:15]3[CH2:16][CH:17]([CH2:19][CH:13]([CH2:14]3)[CH2:12]1)[CH2:18]2. The yield is 0.980. (2) The reactants are Br[C:2]1[C:3](=[O:17])[C:4]([CH3:16])([CH3:15])[O:5][C:6]=1[C:7]1[CH:12]=[CH:11][C:10]([O:13][CH3:14])=[CH:9][CH:8]=1.CC1(C)C(C)(C)OB([C:26]2[CH:43]=[CH:42][C:29]([O:30][CH2:31][C:32]3[CH:41]=[CH:40][C:39]4[C:34](=[CH:35][CH:36]=[CH:37][CH:38]=4)[N:33]=3)=[CH:28][CH:27]=2)O1.C([O-])([O-])=O.[Cs+].[Cs+]. The catalyst is C1(C)C=CC=CC=1.O.C1C=CC(P(C2C=CC=CC=2)[C-]2C=CC=C2)=CC=1.C1C=CC(P(C2C=CC=CC=2)[C-]2C=CC=C2)=CC=1.Cl[Pd]Cl.[Fe+2]. The product is [CH3:14][O:13][C:10]1[CH:11]=[CH:12][C:7]([C:6]2[O:5][C:4]([CH3:16])([CH3:15])[C:3](=[O:17])[C:2]=2[C:26]2[CH:27]=[CH:28][C:29]([O:30][CH2:31][C:32]3[CH:41]=[CH:40][C:39]4[C:34](=[CH:35][CH:36]=[CH:37][CH:38]=4)[N:33]=3)=[CH:42][CH:43]=2)=[CH:8][CH:9]=1. The yield is 0.740. (3) The reactants are [CH2:1]([O:3][C:4]1[CH:9]=[CH:8][C:7](B(O)O)=[CH:6][CH:5]=1)[CH3:2].[F-].[K+].Br[C:16]1[CH:23]=[CH:22][C:19]([CH:20]=[O:21])=[CH:18][CH:17]=1. The catalyst is C([O-])(=O)C.[Pd+2].C([O-])(=O)C.C(P(C(C)(C)C)C1C=CC=CC=1C1C=CC=CC=1)(C)(C)C. The product is [CH:20]([C:19]1[CH:22]=[CH:23][C:16]([C:7]2[CH:8]=[CH:9][C:4]([O:3][CH2:1][CH3:2])=[CH:5][CH:6]=2)=[CH:17][CH:18]=1)=[O:21]. The yield is 0.900. (4) The reactants are [CH2:1]1[CH2:6][C@H:5]([C:7]([OH:9])=[O:8])[CH2:4][CH2:3][C@H:2]1[CH2:10][NH2:11].[C:12]([O:15][CH:16]([O:20][C:21](ON1C(=O)CCC1=O)=[O:22])[CH:17]([CH3:19])[CH3:18])(=[O:14])[CH3:13]. The catalyst is CC(OC)(C)C.CC(C)=O.O. The product is [C:12]([O:15][CH:16]([O:20][C:21]([NH:11][CH2:10][C@H:2]1[CH2:3][CH2:4][C@H:5]([C:7]([OH:9])=[O:8])[CH2:6][CH2:1]1)=[O:22])[CH:17]([CH3:19])[CH3:18])(=[O:14])[CH3:13]. The yield is 0.280. (5) The yield is 0.200. The catalyst is ClCCCl. The reactants are [C:1]([O:5][C:6]([N:8]1[CH2:13][CH2:12][CH2:11][C@@H:10]([O:14][Si:15]([C:18]([CH3:21])([CH3:20])[CH3:19])([CH3:17])[CH3:16])[C@H:9]1[CH:22]=O)=[O:7])([CH3:4])([CH3:3])[CH3:2].[NH2:24][C:25]1[CH:32]=[CH:31][C:28]([C:29]#[N:30])=[C:27]([Cl:33])[C:26]=1[CH3:34].CC(O)=O.[BH-](OC(C)=O)(OC(C)=O)OC(C)=O.[Na+]. The product is [C:1]([O:5][C:6]([N:8]1[CH2:13][CH2:12][CH2:11][C@@H:10]([O:14][Si:15]([C:18]([CH3:21])([CH3:20])[CH3:19])([CH3:16])[CH3:17])[C@H:9]1[CH2:22][NH:24][C:25]1[CH:32]=[CH:31][C:28]([C:29]#[N:30])=[C:27]([Cl:33])[C:26]=1[CH3:34])=[O:7])([CH3:2])([CH3:3])[CH3:4]. (6) The reactants are [Br:1][C:2]1[C:3]([F:9])=[C:4]([CH:6]=[CH:7][CH:8]=1)[NH2:5].[N+]([C:13]1[CH:14]=C(S([O-])(=O)=O)C=C[CH:18]=1)([O-])=O.[Na+].C(O)C(O)CO.S(=O)(=O)(O)O.[OH-].[Na+]. The catalyst is O.ClCCl.[Cl-].[Na+].O. The product is [Br:1][C:2]1[C:3]([F:9])=[C:4]2[C:6]([CH:18]=[CH:13][CH:14]=[N:5]2)=[CH:7][CH:8]=1. The yield is 0.750. (7) The reactants are [CH3:1][O:2][C:3]1[CH:4]=[C:5]2[C:10](=[CH:11][C:12]=1[O:13][CH3:14])[N:9]=[CH:8][CH:7]=[C:6]2[O:15][C:16]1[CH:23]=[CH:22][C:21]([CH3:24])=[CH:20][C:17]=1[CH:18]=[O:19].[CH2:25]([Mg]Br)[CH3:26].O. The catalyst is O1CCCC1. The product is [CH3:1][O:2][C:3]1[CH:4]=[C:5]2[C:10](=[CH:11][C:12]=1[O:13][CH3:14])[N:9]=[CH:8][CH:7]=[C:6]2[O:15][C:16]1[CH:23]=[CH:22][C:21]([CH3:24])=[CH:20][C:17]=1[CH:18]([OH:19])[CH2:25][CH3:26]. The yield is 0.460.